From a dataset of Full USPTO retrosynthesis dataset with 1.9M reactions from patents (1976-2016). Predict the reactants needed to synthesize the given product. The reactants are: [Cl:1][C:2]1[CH:33]=[CH:32][C:5]([CH2:6][CH2:7][NH:8][C:9]([C:11]2[CH:31]=[CH:30][C:14]([O:15][C:16]3[CH:25]=[C:24]4[C:19]([CH:20]([C:26]([O:28]C)=[O:27])[CH2:21][CH2:22][O:23]4)=[CH:18][CH:17]=3)=[CH:13][CH:12]=2)=[O:10])=[CH:4][CH:3]=1.CO.[OH-].[Na+]. Given the product [Cl:1][C:2]1[CH:3]=[CH:4][C:5]([CH2:6][CH2:7][NH:8][C:9]([C:11]2[CH:12]=[CH:13][C:14]([O:15][C:16]3[CH:25]=[C:24]4[C:19]([CH:20]([C:26]([OH:28])=[O:27])[CH2:21][CH2:22][O:23]4)=[CH:18][CH:17]=3)=[CH:30][CH:31]=2)=[O:10])=[CH:32][CH:33]=1, predict the reactants needed to synthesize it.